This data is from Retrosynthesis with 50K atom-mapped reactions and 10 reaction types from USPTO. The task is: Predict the reactants needed to synthesize the given product. (1) Given the product O=C(O)C(F)(F)F, predict the reactants needed to synthesize it. The reactants are: CC(C)(C)CC1NC(C(=O)OC(C)(C)C)C(c2cccc(Cl)c2F)C1(C#N)c1ncc(Cl)cc1F. (2) Given the product COC(=O)c1cccc(-c2nc(-c3ccc(C(F)(F)F)cc3)cs2)c1, predict the reactants needed to synthesize it. The reactants are: COC(=O)c1cccc(C(N)=S)c1.O=C(CBr)c1ccc(C(F)(F)F)cc1. (3) Given the product OCc1ccnc(Cl)c1, predict the reactants needed to synthesize it. The reactants are: COC(=O)c1ccnc(Cl)c1. (4) Given the product COc1ccc2ncc(F)c(CC(O)C34CCC(NCc5cc6c(cn5)OCC(=O)N6)(CC3)CO4)c2n1, predict the reactants needed to synthesize it. The reactants are: COc1ccc2ncc(F)c(CC(O)C34CCC(N)(CC3)CO4)c2n1.O=Cc1cc2c(cn1)OCC(=O)N2. (5) Given the product COc1cnc2ccc(CC(=O)O)cc2c1, predict the reactants needed to synthesize it. The reactants are: COc1cnc2ccc(CC(=O)OC(C)(C)C)cc2c1. (6) Given the product CC(C)CSc1ccc(S(C)(=O)=O)cc1C(=O)N1CCN(c2ncc(C(F)(F)F)cc2F)CC1, predict the reactants needed to synthesize it. The reactants are: CC(C)CSc1ccc(S(C)(=O)=O)cc1C(=O)O.Fc1cc(C(F)(F)F)cnc1N1CCNCC1. (7) Given the product O=S(=O)(/C=C/c1ccccc1)Nc1cccc(-c2ccc(Oc3ccc(F)cc3)cc2)n1, predict the reactants needed to synthesize it. The reactants are: Nc1cccc(-c2ccc(Oc3ccc(F)cc3)cc2)n1.O=S(=O)(Cl)C=Cc1ccccc1.